From a dataset of hERG potassium channel inhibition data for cardiac toxicity prediction from Karim et al.. Regression/Classification. Given a drug SMILES string, predict its toxicity properties. Task type varies by dataset: regression for continuous values (e.g., LD50, hERG inhibition percentage) or binary classification for toxic/non-toxic outcomes (e.g., AMES mutagenicity, cardiotoxicity, hepatotoxicity). Dataset: herg_karim. (1) The result is 0 (non-blocker). The compound is O=C(OCC12CCN(CC1)CC2)c1c[nH]c2cc(O)cc(Cl)c12. (2) The compound is O=C(N[C@@H]1C[C@H]1c1ccccc1)N1CCC(c2nc(-c3ccccn3)no2)CC1. The result is 0 (non-blocker). (3) The compound is COc1ccc(CCN(C)CCN2CCN(c3cccc(Cl)c3)C2=O)cc1OC. The result is 1 (blocker). (4) The compound is CNC(=O)c1ccc(-c2cnc3ncc(Cc4ccc5ncccc5c4)n3n2)cc1F. The result is 0 (non-blocker). (5) The result is 0 (non-blocker). The compound is COc1cc(OC)c(/C=C/S(=O)(=O)Cc2ccc(OC)c(NS(C)(=O)=O)n2)c(OC)c1. (6) The compound is Cc1nc(C)c(-c2nnc(SCCCN3CCC4CC4(c4ccc(C(F)(F)F)cc4)CC3)n2C)s1. The result is 1 (blocker).